This data is from Reaction yield outcomes from USPTO patents with 853,638 reactions. The task is: Predict the reaction yield, written as a fraction of the theoretical maximum amount of product (1.0 means a 100% yield; for example, 0.34 means a 34% yield). The reactants are [Br:1][C:2]1[CH:15]=[C:14]2[C:5]([O:6][CH:7]3[CH:12]([C:13]2([CH2:23][C:24]([O:26][CH3:27])=[O:25])[NH:16]S(C(C)(C)C)=O)[CH2:11][CH2:10][C:9]2([O:31][CH2:30][CH2:29][O:28]2)[CH2:8]3)=[CH:4][CH:3]=1.Cl.CCOCC. The catalyst is C(Cl)Cl. The product is [NH2:16][C:13]1([CH2:23][C:24]([O:26][CH3:27])=[O:25])[CH:12]2[CH:7]([CH2:8][C:9]3([O:31][CH2:30][CH2:29][O:28]3)[CH2:10][CH2:11]2)[O:6][C:5]2[C:14]1=[CH:15][C:2]([Br:1])=[CH:3][CH:4]=2. The yield is 0.950.